From a dataset of Catalyst prediction with 721,799 reactions and 888 catalyst types from USPTO. Predict which catalyst facilitates the given reaction. (1) Reactant: [CH:1]1([S:4]([C:7]2[CH:12]=[CH:11][C:10]([CH:13]([CH2:18][CH:19]3[CH2:24][CH2:23][O:22][CH2:21][CH2:20]3)[C:14](=[O:17])[CH:15]=[CH2:16])=[CH:9][CH:8]=2)(=[O:6])=[O:5])[CH2:3][CH2:2]1.[OH:25][CH:26]([C:30]1[S:34][C:33]([CH:35]=[O:36])=[N:32][CH:31]=1)[CH2:27][O:28][CH3:29].C(N(CC)CC)C.O1CCCC1. Product: [CH:1]1([S:4]([C:7]2[CH:8]=[CH:9][C:10]([CH:13]([CH2:18][CH:19]3[CH2:24][CH2:23][O:22][CH2:21][CH2:20]3)[C:14](=[O:17])[CH2:15][CH2:16][C:35]([C:33]3[S:34][C:30]([CH:26]([OH:25])[CH2:27][O:28][CH3:29])=[CH:31][N:32]=3)=[O:36])=[CH:11][CH:12]=2)(=[O:6])=[O:5])[CH2:3][CH2:2]1. The catalyst class is: 433. (2) Reactant: [O:1]1[CH:5]=[CH:4][N:3]=[C:2]1[CH2:6][O:7][C:8]1[N:9]=[CH:10][C:11]([C:14]([O:16]C)=[O:15])=[N:12][CH:13]=1.[OH-].[Na+].Cl. Product: [O:1]1[CH:5]=[CH:4][N:3]=[C:2]1[CH2:6][O:7][C:8]1[N:9]=[CH:10][C:11]([C:14]([OH:16])=[O:15])=[N:12][CH:13]=1. The catalyst class is: 12. (3) Reactant: [CH3:1][NH:2][CH:3]1[CH2:8][CH2:7][N:6]([C:9]([O:11][C:12]([CH3:15])([CH3:14])[CH3:13])=[O:10])[CH2:5][CH2:4]1.[CH:16](=O)[C:17]1[CH:22]=[CH:21][CH:20]=[CH:19][CH:18]=1.[BH-](OC(C)=O)(OC(C)=O)OC(C)=O.[Na+]. Product: [CH2:16]([N:2]([CH3:1])[CH:3]1[CH2:4][CH2:5][N:6]([C:9]([O:11][C:12]([CH3:14])([CH3:13])[CH3:15])=[O:10])[CH2:7][CH2:8]1)[C:17]1[CH:22]=[CH:21][CH:20]=[CH:19][CH:18]=1. The catalyst class is: 2. (4) Reactant: [CH2:1](O)[CH2:2][CH2:3][CH2:4][CH2:5][CH2:6][OH:7].[C:9]1(=[O:16])[O:15][CH2:14][CH2:13][CH2:12][CH2:11][CH2:10]1.C(O)(=O)CCCCC(O)=O.OCCCCCC(O)=O.[OH2:36]. Product: [C:6]1(=[O:7])[CH2:5][CH2:4][CH2:3][CH2:2][CH2:1]1.[CH:9]1([OH:16])[CH2:10][CH2:11][CH2:12][CH2:13][CH2:14]1.[O:36]=[O:15]. The catalyst class is: 244. (5) Reactant: [CH2:1]([O:8][C:9]1[CH:10]=[C:11]([CH:15]=[CH:16][CH:17]=1)[C:12]([OH:14])=O)[C:2]1[CH:7]=[CH:6][CH:5]=[CH:4][CH:3]=1.CN(C(ON1N=NC2C=CC=NC1=2)=[N+](C)C)C.F[P-](F)(F)(F)(F)F.CCN(C(C)C)C(C)C.[F:51][C:52]1[CH:58]=[CH:57][C:56]([CH3:59])=[CH:55][C:53]=1[NH2:54]. Product: [CH2:1]([O:8][C:9]1[CH:10]=[C:11]([CH:15]=[CH:16][CH:17]=1)[C:12]([NH:54][C:53]1[CH:55]=[C:56]([CH3:59])[CH:57]=[CH:58][C:52]=1[F:51])=[O:14])[C:2]1[CH:3]=[CH:4][CH:5]=[CH:6][CH:7]=1. The catalyst class is: 3. (6) Product: [Cl:1][C:2]1[CH:3]=[C:4]([C:9]2([CH3:24])[C:18]([C:19]([O:21][CH3:22])=[O:20])=[CH:17][C:16]3[C:11](=[CH:12][CH:13]=[CH:14][CH:15]=3)[O:10]2)[CH:5]=[CH:6][C:7]=1[Cl:8]. Reactant: [Cl:1][C:2]1[CH:3]=[C:4]([C:9]2([CH3:24])[CH:18]([C:19]([O:21][CH3:22])=[O:20])[CH:17](O)[C:16]3[C:11](=[CH:12][CH:13]=[CH:14][CH:15]=3)[O:10]2)[CH:5]=[CH:6][C:7]=1[Cl:8].C(N(CC)CC)C.CS(Cl)(=O)=O.N12CCCN=C1CCCCC2. The catalyst class is: 96. (7) Reactant: [NH2:1][CH2:2][CH2:3][CH2:4][CH2:5][CH2:6][CH2:7][N:8]1[C:17]2[C:12](=[CH:13][CH:14]=[CH:15][CH:16]=2)[CH:11]=[CH:10][C:9]1=[O:18].CS[C:21](=[N:25][C:26]1[CH:31]=[CH:30][N:29]=[CH:28][CH:27]=1)[NH:22][C:23]#[N:24].C(N(CC)CC)C. Product: [O:18]=[C:9]1[CH:10]=[CH:11][C:12]2[C:17](=[CH:16][CH:15]=[CH:14][CH:13]=2)[N:8]1[CH2:7][CH2:6][CH2:5][CH2:4][CH2:3][CH2:2][NH:1][C:21]([NH:22][C:23]#[N:24])=[N:25][C:26]1[CH:31]=[CH:30][N:29]=[CH:28][CH:27]=1. The catalyst class is: 377. (8) Reactant: [CH2:1]([O:3][C:4](=[O:14])[CH2:5]P(OCC)(OCC)=O)[CH3:2].[H-].[Na+].[CH2:17]([N:24]1[CH2:28][CH2:27][CH:26]([NH:29][C:30]2[CH:37]=[CH:36][C:33]([CH:34]=O)=[CH:32][N:31]=2)[CH2:25]1)[C:18]1[CH:23]=[CH:22][CH:21]=[CH:20][CH:19]=1.C(OCC)(C)=O.O. Product: [CH2:17]([N:24]1[CH2:28][CH2:27][CH:26]([NH:29][C:30]2[N:31]=[CH:32][C:33](/[CH:34]=[CH:5]/[C:4]([O:3][CH2:1][CH3:2])=[O:14])=[CH:36][CH:37]=2)[CH2:25]1)[C:18]1[CH:19]=[CH:20][CH:21]=[CH:22][CH:23]=1. The catalyst class is: 1.